Task: Regression. Given two drug SMILES strings and cell line genomic features, predict the synergy score measuring deviation from expected non-interaction effect.. Dataset: NCI-60 drug combinations with 297,098 pairs across 59 cell lines Drug 1: C1CC(C1)(C(=O)O)C(=O)O.[NH2-].[NH2-].[Pt+2]. Drug 2: CC1=C(C(=O)C2=C(C1=O)N3CC4C(C3(C2COC(=O)N)OC)N4)N. Cell line: T-47D. Synergy scores: CSS=8.77, Synergy_ZIP=0.915, Synergy_Bliss=4.94, Synergy_Loewe=-12.9, Synergy_HSA=-0.498.